Dataset: Acute oral toxicity (LD50) regression data from Zhu et al.. Task: Regression/Classification. Given a drug SMILES string, predict its toxicity properties. Task type varies by dataset: regression for continuous values (e.g., LD50, hERG inhibition percentage) or binary classification for toxic/non-toxic outcomes (e.g., AMES mutagenicity, cardiotoxicity, hepatotoxicity). Dataset: ld50_zhu. The compound is OC(CN1CCCCC1)c1cc(-c2ccccc2)on1. The rat oral LD50 is 2.14, given as -log10 of the dose in mol/kg body weight (higher means more acutely toxic).